Dataset: Full USPTO retrosynthesis dataset with 1.9M reactions from patents (1976-2016). Task: Predict the reactants needed to synthesize the given product. (1) Given the product [CH3:1][N:2]([CH:16]([Li:20])[C:17]1[CH:23]=[CH:22][CH:21]=[CH:19][CH:18]=1)[CH3:3], predict the reactants needed to synthesize it. The reactants are: [CH3:1][N:2](C)[C:3]1C(C)=CC=CC=1.C(OCC)C.[CH2:16]([Li:20])[CH2:17][CH2:18][CH3:19].[CH3:21][CH2:22][CH2:23]CCC. (2) Given the product [N+:1]([C:4]1[CH:5]=[C:6]([C:7]2[O:8][CH:14]=[N:10][N:9]=2)[CH:11]=[CH:12][CH:13]=1)([O-:3])=[O:2], predict the reactants needed to synthesize it. The reactants are: [N+:1]([C:4]1[CH:5]=[C:6]([CH:11]=[CH:12][CH:13]=1)[C:7]([NH:9][NH2:10])=[O:8])([O-:3])=[O:2].[CH2:14](OC(OCC)OCC)C.